The task is: Predict the product of the given reaction.. This data is from Forward reaction prediction with 1.9M reactions from USPTO patents (1976-2016). (1) Given the reactants [CH2:1]([CH:4]1[O:9][CH2:8][CH2:7][N:6]([C:10]2[CH:15]=[CH:14][C:13]([N:16]3[CH2:20][C@H:19]([CH2:21][NH:22][C:23]([C:25]4[S:26][C:27]([Cl:30])=[CH:28][CH:29]=4)=[O:24])[O:18][C:17]3=[O:31])=[CH:12][CH:11]=2)[C:5]1=[O:32])[CH:2]=[CH2:3].C12BC(CCC1)CCC2.[OH-:42].[Na+].OO, predict the reaction product. The product is: [Cl:30][C:27]1[S:26][C:25]([C:23]([NH:22][CH2:21][C@@H:19]2[O:18][C:17](=[O:31])[N:16]([C:13]3[CH:12]=[CH:11][C:10]([N:6]4[CH2:7][CH2:8][O:9][CH:4]([CH2:1][CH2:2][CH2:3][OH:42])[C:5]4=[O:32])=[CH:15][CH:14]=3)[CH2:20]2)=[O:24])=[CH:29][CH:28]=1. (2) The product is: [C:41]([C:38]1[N:39]=[N:40][C:35]([N:22]2[CH2:23][CH2:24][CH:20]([C:16]3[CH:17]=[C:18]4[C:13](=[CH:14][CH:15]=3)[NH:12][C:11]([C:9]([NH:8][C:4]3[CH:5]=[N:6][CH:7]=[C:2]([F:1])[CH:3]=3)=[O:10])=[CH:19]4)[CH2:21]2)=[CH:36][CH:37]=1)#[N:42]. Given the reactants [F:1][C:2]1[CH:3]=[C:4]([NH:8][C:9]([C:11]2[NH:12][C:13]3[C:18]([CH:19]=2)=[CH:17][C:16]([CH:20]2[CH2:24][CH2:23][NH:22][CH2:21]2)=[CH:15][CH:14]=3)=[O:10])[CH:5]=[N:6][CH:7]=1.C(N(CC)C(C)C)(C)C.Cl[C:35]1[N:40]=[N:39][C:38]([C:41]#[N:42])=[CH:37][CH:36]=1, predict the reaction product. (3) Given the reactants [C:1](N1C=CN=C1)(N1C=CN=C1)=[O:2].[Cl:13][C:14]1[C:23]([NH2:24])=[C:22]([NH:25][CH2:26][C:27]2[CH:28]=[N:29][CH:30]=[CH:31][CH:32]=2)[C:21]2[C:16](=[CH:17][CH:18]=[CH:19][CH:20]=2)[N:15]=1.N1C=CC=CC=1.C(OCC)C, predict the reaction product. The product is: [Cl:13][C:14]1[C:23]2[N:24]=[C:1]([OH:2])[N:25]([CH2:26][C:27]3[CH:28]=[N:29][CH:30]=[CH:31][CH:32]=3)[C:22]=2[C:21]2[CH:20]=[CH:19][CH:18]=[CH:17][C:16]=2[N:15]=1.